The task is: Predict which catalyst facilitates the given reaction.. This data is from Catalyst prediction with 721,799 reactions and 888 catalyst types from USPTO. (1) Reactant: Cl[C:2]1[CH:3]=[CH:4][C:5]2[N:6]([C:8]([N+:11]([O-:13])=[O:12])=[CH:9][N:10]=2)[N:7]=1.[C:14]1(B(O)O)[CH:19]=[CH:18][CH:17]=[CH:16][CH:15]=1.[OH-].[Na+]. Product: [N+:11]([C:8]1[N:6]2[N:7]=[C:2]([C:14]3[CH:19]=[CH:18][CH:17]=[CH:16][CH:15]=3)[CH:3]=[CH:4][C:5]2=[N:10][CH:9]=1)([O-:13])=[O:12]. The catalyst class is: 690. (2) Reactant: C([O:4][CH2:5][C:6]([N:8]1[CH2:13][CH2:12][CH:11]([C:14]2[NH:15][C:16]([C:31]3[CH:36]=[CH:35][C:34]([F:37])=[CH:33][C:32]=3[F:38])=[C:17]([C:19]3[CH:20]=[CH:21][C:22]4[N:23]([C:25]([CH:28]([CH3:30])[CH3:29])=[N:26][N:27]=4)[N:24]=3)[N:18]=2)[CH2:10][CH2:9]1)=[O:7])(=O)C.[OH-].[Na+].Cl. Product: [F:38][C:32]1[CH:33]=[C:34]([F:37])[CH:35]=[CH:36][C:31]=1[C:16]1[NH:15][C:14]([CH:11]2[CH2:12][CH2:13][N:8]([C:6](=[O:7])[CH2:5][OH:4])[CH2:9][CH2:10]2)=[N:18][C:17]=1[C:19]1[CH:20]=[CH:21][C:22]2[N:23]([C:25]([CH:28]([CH3:30])[CH3:29])=[N:26][N:27]=2)[N:24]=1. The catalyst class is: 1. (3) Reactant: [Br:1][C:2]1[CH:3]=[C:4]([N+:9]([O-])=O)[C:5]([Cl:8])=[N:6][CH:7]=1.[NH4+].[Cl-]. Product: [Br:1][C:2]1[CH:3]=[C:4]([NH2:9])[C:5]([Cl:8])=[N:6][CH:7]=1. The catalyst class is: 314. (4) Reactant: [Br:1][C:2]1[CH:3]=[C:4]2[C:14](=[CH:15][C:16]=1[F:17])[O:13][C:7]1=[N:8][CH:9]=[C:10]([Cl:12])[CH:11]=[C:6]1[C:5]2=O.[I-].C[S+](C)C.C[C:25](C)([O-:27])C.[K+].C[Si]([N:34]=[N+]=[N-])(C)C.[H-].[H-].[H-].[H-].[Li+].[Al+3].O.O.O.O.O.O.O.O.O.O.S([O-])([O-])(=O)=O.[Na+].[Na+]. Product: [NH2:34][C:5]1([CH2:25][OH:27])[C:6]2[C:7](=[N:8][CH:9]=[C:10]([Cl:12])[CH:11]=2)[O:13][C:14]2[C:4]1=[CH:3][C:2]([Br:1])=[C:16]([F:17])[CH:15]=2. The catalyst class is: 197. (5) Reactant: [NH3:1].Br[C:3]1[N:8]=[CH:7][C:6]([CH2:9][N:10]2[CH2:15][CH2:14][N:13]([CH2:16][CH3:17])[CH2:12][CH2:11]2)=[CH:5][CH:4]=1. Product: [CH2:16]([N:13]1[CH2:14][CH2:15][N:10]([CH2:9][C:6]2[CH:5]=[CH:4][C:3]([NH2:1])=[N:8][CH:7]=2)[CH2:11][CH2:12]1)[CH3:17]. The catalyst class is: 5.